This data is from Retrosynthesis with 50K atom-mapped reactions and 10 reaction types from USPTO. The task is: Predict the reactants needed to synthesize the given product. The reactants are: CC(C)(C)OC(=O)c1ccc(C2(C(=O)Oc3ccc(C(=O)NO)cc3)CCCCC2)cc1. Given the product O=C(O)c1ccc(C2(C(=O)Oc3ccc(C(=O)NO)cc3)CCCCC2)cc1, predict the reactants needed to synthesize it.